Task: Predict which catalyst facilitates the given reaction.. Dataset: Catalyst prediction with 721,799 reactions and 888 catalyst types from USPTO (1) Reactant: [N:1]1[CH:6]=[CH:5][CH:4]=[CH:3][C:2]=1[O:7][CH2:8][C:9]1[CH:27]=[CH:26][C:12]([CH2:13][C:14]2[CH:18]=[C:17]([C:19]3[C:20]([NH2:25])=[N:21][CH:22]=[CH:23][CH:24]=3)[O:16][N:15]=2)=[CH:11][CH:10]=1.[CH2:28]([S:30]([OH:33])(=[O:32])=[O:31])[CH3:29]. Product: [CH2:28]([S:30]([OH:33])(=[O:32])=[O:31])[CH3:29].[N:1]1[CH:6]=[CH:5][CH:4]=[CH:3][C:2]=1[O:7][CH2:8][C:9]1[CH:27]=[CH:26][C:12]([CH2:13][C:14]2[CH:18]=[C:17]([C:19]3[C:20]([NH2:25])=[N:21][CH:22]=[CH:23][CH:24]=3)[O:16][N:15]=2)=[CH:11][CH:10]=1. The catalyst class is: 5. (2) Reactant: [CH3:1][C:2]1[N:7]=[C:6]2[S:8][C:9]3[CH2:13][CH2:12][CH2:11][C:10]=3[C:5]2=[C:4]([C:14]2[CH:19]=[CH:18][C:17]([CH3:20])=[CH:16][CH:15]=2)[C:3]=1[CH2:21][C:22]([O:24]C)=[O:23].[O-2].[Li+].[Li+].Cl. Product: [CH3:1][C:2]1[N:7]=[C:6]2[S:8][C:9]3[CH2:13][CH2:12][CH2:11][C:10]=3[C:5]2=[C:4]([C:14]2[CH:19]=[CH:18][C:17]([CH3:20])=[CH:16][CH:15]=2)[C:3]=1[CH2:21][C:22]([OH:24])=[O:23]. The catalyst class is: 38. (3) Reactant: [Cl:1][C:2]1[CH:9]=[C:8]([OH:10])[CH:7]=[C:6]([Cl:11])[C:3]=1[CH:4]=[O:5].C(=O)([O-])[O-].[K+].[K+].[CH2:18](Br)[C:19]1[CH:24]=[CH:23][CH:22]=[CH:21][CH:20]=1. Product: [Cl:1][C:2]1[CH:9]=[C:8]([O:10][CH2:18][C:19]2[CH:24]=[CH:23][CH:22]=[CH:21][CH:20]=2)[CH:7]=[C:6]([Cl:11])[C:3]=1[CH:4]=[O:5]. The catalyst class is: 9. (4) Reactant: Br[C:2]1[CH:3]=[C:4]([NH:9][C:10](=[O:21])[C:11]2[CH:16]=[CH:15][CH:14]=[C:13]([C:17]([F:20])([F:19])[F:18])[CH:12]=2)[CH:5]=[CH:6][C:7]=1[CH3:8].[N:22]1[CH:27]=[CH:26][CH:25]=[C:24]([C:28]2[N:33]=[C:32]([NH2:34])[CH:31]=[CH:30][N:29]=2)[CH:23]=1.C(=O)([O-])[O-].[Cs+].[Cs+].C1C=CC(P(C2C(C3C(P(C4C=CC=CC=4)C4C=CC=CC=4)=CC=C4C=3C=CC=C4)=C3C(C=CC=C3)=CC=2)C2C=CC=CC=2)=CC=1. Product: [CH3:8][C:7]1[CH:6]=[CH:5][C:4]([NH:9][C:10](=[O:21])[C:11]2[CH:16]=[CH:15][CH:14]=[C:13]([C:17]([F:20])([F:19])[F:18])[CH:12]=2)=[CH:3][C:2]=1[NH:34][C:32]1[CH:31]=[CH:30][N:29]=[C:28]([C:24]2[CH:23]=[N:22][CH:27]=[CH:26][CH:25]=2)[N:33]=1. The catalyst class is: 62. (5) Reactant: [CH3:1][C:2]1[CH:7]=[CH:6][N:5]=[C:4]([OH:8])[CH:3]=1.CCOC(C)=O.C1C(=O)N([Br:22])C(=O)C1.N. Product: [Br:22][C:3]1[C:4]([OH:8])=[N:5][CH:6]=[CH:7][C:2]=1[CH3:1]. The catalyst class is: 15. (6) Reactant: [CH2:1]([N:3]1[C:12]2[CH:11]=[CH:10][C:9]([CH3:13])=[CH:8][C:7]=2[C:6](=[O:14])[C:5]2[N:15]([CH3:18])[N:16]=[CH:17][C:4]1=2)[CH3:2].Cl.[CH3:20][N:21]([CH3:26])[CH2:22]CC[Cl:25].C(=O)([O-])[O-].[K+].[K+].O. Product: [ClH:25].[CH3:20][N:21]([CH3:26])[CH2:22][CH2:2][CH2:1][N:3]1[C:12]2[CH:11]=[CH:10][C:9]([CH3:13])=[CH:8][C:7]=2[C:6](=[O:14])[C:5]2[N:15]([CH3:18])[N:16]=[CH:17][C:4]1=2. The catalyst class is: 9.